Task: Predict which catalyst facilitates the given reaction.. Dataset: Catalyst prediction with 721,799 reactions and 888 catalyst types from USPTO (1) Reactant: [F:1][C:2]([F:21])([F:20])[C:3]([C:10]1[CH:15]=[CH:14][C:13]([F:16])=[C:12]([N+:17]([O-])=O)[CH:11]=1)=[CH:4][C:5]([O:7][CH2:8][CH3:9])=[O:6]. Product: [NH2:17][C:12]1[CH:11]=[C:10]([CH:3]([C:2]([F:21])([F:1])[F:20])[CH2:4][C:5]([O:7][CH2:8][CH3:9])=[O:6])[CH:15]=[CH:14][C:13]=1[F:16]. The catalyst class is: 29. (2) Reactant: [NH2:1][C:2]1[N:10]=[C:9]([CH2:11][O:12][CH3:13])[CH:8]=[CH:7][C:3]=1[C:4]([OH:6])=O.[F:14][C:15]([F:32])([F:31])[C:16]1[CH:21]=[CH:20][C:19]([O:22][C:23]2[CH:24]=[C:25]([CH:28]=[CH:29][CH:30]=2)[CH2:26][NH2:27])=[CH:18][CH:17]=1.C(N(CC)CC)C.CN([P+](ON1N=NC2C=CC=CC1=2)(N(C)C)N(C)C)C.F[P-](F)(F)(F)(F)F. Product: [F:14][C:15]([F:31])([F:32])[C:16]1[CH:17]=[CH:18][C:19]([O:22][C:23]2[CH:24]=[C:25]([CH2:26][NH:27][C:4](=[O:6])[C:3]3[CH:7]=[CH:8][C:9]([CH2:11][O:12][CH3:13])=[N:10][C:2]=3[NH2:1])[CH:28]=[CH:29][CH:30]=2)=[CH:20][CH:21]=1. The catalyst class is: 136. (3) Reactant: C(OC(=O)[NH:7][C:8]12[CH2:15][CH:14]3[CH2:16][C:10]([CH2:17][N:18]4[C:26](=[O:27])[C:25]5[C:20](=[CH:21][CH:22]=[CH:23][CH:24]=5)[C:19]4=[O:28])([CH2:11][CH:12]1[CH2:13]3)[CH2:9]2)(C)(C)C.FC(F)(F)C(O)=O. Product: [NH2:7][C:8]12[CH2:15][CH:14]3[CH2:16][C:10]([CH2:17][N:18]4[C:19](=[O:28])[C:20]5[C:25](=[CH:24][CH:23]=[CH:22][CH:21]=5)[C:26]4=[O:27])([CH2:11][CH:12]1[CH2:13]3)[CH2:9]2. The catalyst class is: 4.